This data is from Catalyst prediction with 721,799 reactions and 888 catalyst types from USPTO. The task is: Predict which catalyst facilitates the given reaction. Product: [CH3:30][CH2:29][CH2:28][CH:27]([O:26][C:25]([N:13]1[C:12]([C:17]2[CH:22]=[CH:21][C:20]([Cl:23])=[CH:19][CH:18]=2)=[C:11]2[C:15](=[C:8]([C:5]3[CH:4]=[CH:3][C:2]([Cl:1])=[CH:7][CH:6]=3)[N:9]([C:25]([O:26][CH:27]([CH2:28][CH2:29][CH3:30])[CH2:31][CH2:32][CH3:33])=[O:35])[C:10]2=[O:24])[C:14]1=[O:16])=[O:35])[CH2:31][CH2:32][CH3:33]. The catalyst class is: 367. Reactant: [Cl:1][C:2]1[CH:7]=[CH:6][C:5]([C:8]2[C:15]3[C:14](=[O:16])[N:13]=[C:12]([C:17]4[CH:22]=[CH:21][C:20]([Cl:23])=[CH:19][CH:18]=4)[C:11]=3[C:10](=[O:24])[N:9]=2)=[CH:4][CH:3]=1.[C:25]([O:35]C([O-])=O)(=O)[O:26][CH:27]([CH2:31][CH2:32][CH3:33])[CH2:28][CH2:29][CH3:30].